Dataset: Full USPTO retrosynthesis dataset with 1.9M reactions from patents (1976-2016). Task: Predict the reactants needed to synthesize the given product. (1) Given the product [CH3:25][C:22]1[N:21]=[CH:20][C:19]([N:9]2[CH:10]=[C:11]([C:13]3[CH:18]=[CH:17][CH:16]=[CH:15][N:14]=3)[N:12]=[C:8]2[C:5]2[CH:6]=[CH:7][C:2]([N:27]3[C:28]4[CH:29]=[CH:34][CH:33]=[N:32][C:31]=4[CH:30]=[N:26]3)=[CH:3][CH:4]=2)=[CH:24][CH:23]=1, predict the reactants needed to synthesize it. The reactants are: I[C:2]1[CH:7]=[CH:6][C:5]([C:8]2[N:9]([C:19]3[CH:20]=[N:21][C:22]([CH3:25])=[CH:23][CH:24]=3)[CH:10]=[C:11]([C:13]3[CH:18]=[CH:17][CH:16]=[CH:15][N:14]=3)[N:12]=2)=[CH:4][CH:3]=1.[NH:26]1[C:30]2=[CH:31][N:32]=[CH:33][CH:34]=[C:29]2[CH:28]=[N:27]1.[O-]P([O-])([O-])=O.[K+].[K+].[K+].CN(C)[C@@H]1CCCC[C@H]1N. (2) Given the product [CH:12]1([CH2:15][NH:11][CH2:10][CH2:9][C:4]2[CH:5]=[CH:6][C:7]([CH3:8])=[C:2]([CH3:1])[CH:3]=2)[CH2:14][CH2:13]1, predict the reactants needed to synthesize it. The reactants are: [CH3:1][C:2]1[CH:3]=[C:4]([CH2:9][CH2:10][NH2:11])[CH:5]=[CH:6][C:7]=1[CH3:8].[CH:12]1([CH:15]=O)[CH2:14][CH2:13]1. (3) The reactants are: Cl.[NH2:2][C:3]1[CH:4]=[C:5]([C:9]2[CH:10]=[C:11]3[C:16](=[CH:17][CH:18]=2)[N:15]([CH3:19])[C:14](=[O:20])[CH2:13][CH2:12]3)[CH:6]=[N:7][CH:8]=1.CC(O)=O.[Si:25]([O:32][CH2:33][CH:34]=O)([C:28]([CH3:31])([CH3:30])[CH3:29])([CH3:27])[CH3:26].[BH3-]C#N.[Na+].C([O-])(O)=O.[Na+]. Given the product [C:28]([Si:25]([CH3:27])([CH3:26])[O:32][CH2:33][CH2:34][NH:2][C:3]1[CH:4]=[C:5]([C:9]2[CH:10]=[C:11]3[C:16](=[CH:17][CH:18]=2)[N:15]([CH3:19])[C:14](=[O:20])[CH2:13][CH2:12]3)[CH:6]=[N:7][CH:8]=1)([CH3:31])([CH3:30])[CH3:29], predict the reactants needed to synthesize it. (4) Given the product [Cl:16][C:17]1[CH:22]=[C:21]([NH:14][C:9]2[N:8]=[C:7]([C:6]3[N:2]([CH3:1])[C:3]([CH3:15])=[N:4][CH:5]=3)[C:12]([F:13])=[CH:11][N:10]=2)[CH:20]=[N:19][C:18]=1[C:24]([N:26]1[CH2:27][CH2:28][N:29]([CH3:32])[CH2:30][CH2:31]1)=[O:25], predict the reactants needed to synthesize it. The reactants are: [CH3:1][N:2]1[C:6]([C:7]2[C:12]([F:13])=[CH:11][N:10]=[C:9]([NH2:14])[N:8]=2)=[CH:5][N:4]=[C:3]1[CH3:15].[Cl:16][C:17]1[C:18]([C:24]([N:26]2[CH2:31][CH2:30][N:29]([CH3:32])[CH2:28][CH2:27]2)=[O:25])=[N:19][CH:20]=[C:21](Cl)[CH:22]=1. (5) Given the product [Cl:1][C:2]1[CH:7]=[C:6]([N:8]2[CH2:19][CH2:18][O:17][CH2:16][CH2:15]2)[CH:5]=[C:4]([C:9]([F:12])([F:11])[F:10])[C:3]=1[NH2:13], predict the reactants needed to synthesize it. The reactants are: [Cl:1][C:2]1[CH:7]=[C:6]([NH2:8])[CH:5]=[C:4]([C:9]([F:12])([F:11])[F:10])[C:3]=1[NH2:13].Cl[CH2:15][CH2:16][O:17][CH2:18][CH2:19]Cl.[I-].[Na+]. (6) Given the product [CH3:1][N:2]1[C:14]2[C:13]3[CH:15]=[CH:16][CH:17]=[CH:18][C:12]=3[S:11][CH2:10][C:9]=2[C:8]2[C:3]1=[CH:4][CH:5]=[C:6]([O:19][C:20](=[O:21])[C:22]([CH3:25])([CH3:24])[CH3:23])[CH:7]=2, predict the reactants needed to synthesize it. The reactants are: [CH3:1][N:2]1[C:14]2[C:13]3[CH:15]=[CH:16][CH:17]=[CH:18][C:12]=3[S:11][CH2:10][C:9]=2[C:8]2[C:3]1=[CH:4][CH:5]=[C:6]([OH:19])[CH:7]=2.[C:20](Cl)([C:22]([CH3:25])([CH3:24])[CH3:23])=[O:21]. (7) Given the product [CH:11]1([CH:10]([NH:17][C:18]2[CH:23]=[CH:22][C:21]([C:24]([N:26]([CH3:34])[CH2:27][CH2:28][C:29]([OH:31])=[O:30])=[O:25])=[CH:20][CH:19]=2)[C:8]2[O:9][C:5]3[CH:4]=[CH:3][C:2]([NH:1][S:38]([CH3:37])(=[O:40])=[O:39])=[CH:36][C:6]=3[C:7]=2[CH3:35])[CH2:16][CH2:15][CH2:14][CH2:13][CH2:12]1, predict the reactants needed to synthesize it. The reactants are: [NH2:1][C:2]1[CH:3]=[CH:4][C:5]2[O:9][C:8]([CH:10]([NH:17][C:18]3[CH:23]=[CH:22][C:21]([C:24]([N:26]([CH3:34])[CH2:27][CH2:28][C:29]([O:31]CC)=[O:30])=[O:25])=[CH:20][CH:19]=3)[CH:11]3[CH2:16][CH2:15][CH2:14][CH2:13][CH2:12]3)=[C:7]([CH3:35])[C:6]=2[CH:36]=1.[CH3:37][S:38](Cl)(=[O:40])=[O:39].[Cl-].[NH4+].[OH-].[Li+]. (8) Given the product [CH2:25]([N:27]1[CH2:32][CH2:31][N:30]([CH2:33][C:34]2[CH:42]=[CH:41][C:37]([C:38]([NH:2][C@H:3]3[C@H:8]4[C@@H:4]3[O:5][C:6]3[CH:12]=[CH:11][C:10]([O:13][C:14]5[C:15]6[CH2:16][CH2:17][C:18](=[O:24])[NH:19][C:20]=6[N:21]=[CH:22][CH:23]=5)=[CH:9][C:7]=34)=[O:39])=[CH:36][C:35]=2[O:43][C:44]([F:47])([F:45])[F:46])[CH2:29][CH2:28]1)[CH3:26], predict the reactants needed to synthesize it. The reactants are: Cl.[NH2:2][C@H:3]1[C@H:8]2[C@@H:4]1[O:5][C:6]1[CH:12]=[CH:11][C:10]([O:13][C:14]3[CH:23]=[CH:22][N:21]=[C:20]4[C:15]=3[CH2:16][CH2:17][C:18](=[O:24])[NH:19]4)=[CH:9][C:7]=12.[CH2:25]([N:27]1[CH2:32][CH2:31][N:30]([CH2:33][C:34]2[CH:42]=[CH:41][C:37]([C:38](O)=[O:39])=[CH:36][C:35]=2[O:43][C:44]([F:47])([F:46])[F:45])[CH2:29][CH2:28]1)[CH3:26].CN(C(ON1N=NC2C=CC=NC1=2)=[N+](C)C)C.F[P-](F)(F)(F)(F)F.CCN(C(C)C)C(C)C.